From a dataset of Reaction yield outcomes from USPTO patents with 853,638 reactions. Predict the reaction yield, written as a fraction of the theoretical maximum amount of product (1.0 means a 100% yield; for example, 0.34 means a 34% yield). The reactants are [N+:1]([C:4]1[CH:9]=[CH:8][CH:7]=[CH:6][C:5]=1[OH:10])([O-:3])=[O:2].Cl[CH2:12][C:13](=[O:15])[CH3:14].[Br-].[Na+].C(=O)(O)[O-].[Na+].Cl. The catalyst is [Cl-].C([N+](CCCC)(CCCC)C)CCC.O.C1(C)C=CC=CC=1. The product is [N+:1]([C:4]1[CH:9]=[CH:8][CH:7]=[CH:6][C:5]=1[O:10][CH2:12][C:13](=[O:15])[CH3:14])([O-:3])=[O:2]. The yield is 0.965.